From a dataset of Reaction yield outcomes from USPTO patents with 853,638 reactions. Predict the reaction yield, written as a fraction of the theoretical maximum amount of product (1.0 means a 100% yield; for example, 0.34 means a 34% yield). (1) The reactants are Br[C:2]1[CH:7]=[CH:6][C:5]([C:8]2([O:11][CH3:12])[CH2:10][CH2:9]2)=[CH:4][CH:3]=1.[CH3:13][Si:14]([C:17]#[CH:18])([CH3:16])[CH3:15]. The catalyst is C(N(CC)CC)C.O1CCCC1.[Cu]I.Cl[Pd](Cl)([P](C1C=CC=CC=1)(C1C=CC=CC=1)C1C=CC=CC=1)[P](C1C=CC=CC=1)(C1C=CC=CC=1)C1C=CC=CC=1. The product is [CH3:12][O:11][C:8]1([C:5]2[CH:6]=[CH:7][C:2]([C:18]#[C:17][Si:14]([CH3:16])([CH3:15])[CH3:13])=[CH:3][CH:4]=2)[CH2:10][CH2:9]1. The yield is 0.900. (2) The catalyst is ClCCl. The reactants are [C:1]1([C:20]2[CH:25]=[CH:24][CH:23]=[CH:22][CH:21]=2)[CH:6]=[CH:5][CH:4]=[C:3]([S:7][C:8]2[CH:13]=[C:12]([O:14][CH3:15])[C:11]([O:16][CH3:17])=[C:10]([O:18][CH3:19])[CH:9]=2)[CH:2]=1.C1C=C(Cl)C=C(C(OO)=[O:34])C=1. The yield is 0.870. The product is [CH3:19][O:18][C:10]1[CH:9]=[C:8]([S:7]([C:3]2[CH:2]=[C:1]([C:20]3[CH:25]=[CH:24][CH:23]=[CH:22][CH:21]=3)[CH:6]=[CH:5][CH:4]=2)=[O:34])[CH:13]=[C:12]([O:14][CH3:15])[C:11]=1[O:16][CH3:17]. (3) The yield is 0.376. The reactants are [CH2:1]([O:3][C:4]1[CH:9]=[CH:8][N:7]([C:10]2[CH:15]=[CH:14][C:13]([F:16])=[CH:12][CH:11]=2)[C:6](=[O:17])[C:5]=1[C:18](Cl)=[O:19])[CH3:2].[Cl:21][C:22]1[C:23]([O:30][C:31]2[CH:36]=[CH:35][N:34]=[CH:33][C:32]=2[C:37]2[CH:38]=[N:39][N:40]([CH3:42])[CH:41]=2)=[CH:24][C:25]([F:29])=[C:26]([NH2:28])[CH:27]=1. The product is [Cl:21][C:22]1[C:23]([O:30][C:31]2[CH:36]=[CH:35][N:34]=[CH:33][C:32]=2[C:37]2[CH:38]=[N:39][N:40]([CH3:42])[CH:41]=2)=[CH:24][C:25]([F:29])=[C:26]([NH:28][C:18]([C:5]2[C:6](=[O:17])[N:7]([C:10]3[CH:15]=[CH:14][C:13]([F:16])=[CH:12][CH:11]=3)[CH:8]=[CH:9][C:4]=2[O:3][CH2:1][CH3:2])=[O:19])[CH:27]=1. The catalyst is C(Cl)Cl.N1C=CC=CC=1. (4) The reactants are [CH3:1][P:2](=[O:7])([O:5][CH3:6])[O:3][CH3:4].[Li]CCCC.[Cl:13][C:14]1[CH:15]=[C:16]([CH:24]=[CH:25][CH:26]=1)[O:17][CH2:18][C:19](OCC)=[O:20]. The catalyst is C1COCC1. The product is [Cl:13][C:14]1[CH:15]=[C:16]([CH:24]=[CH:25][CH:26]=1)[O:17][CH2:18][C:19](=[O:20])[CH2:1][P:2](=[O:7])([O:5][CH3:6])[O:3][CH3:4]. The yield is 1.00. (5) The reactants are [OH:1][CH2:2][C:3]1([NH:6][C:7](=[O:13])[O:8][C:9]([CH3:12])([CH3:11])[CH3:10])[CH2:5][CH2:4]1.CC(OI1(OC(C)=O)(OC(C)=O)OC(=O)C2C=CC=CC1=2)=O. The catalyst is C(Cl)Cl. The product is [CH:2]([C:3]1([NH:6][C:7](=[O:13])[O:8][C:9]([CH3:11])([CH3:10])[CH3:12])[CH2:5][CH2:4]1)=[O:1]. The yield is 0.870. (6) The reactants are C(O[C:4]([NH:6][C:7]1[CH:12]=[CH:11][CH:10]=[CH:9][C:8]=1[C:13]1[CH:18]=[CH:17][CH:16]=[CH:15][C:14]=1[CH3:19])=O)C.[OH2:20]. No catalyst specified. The product is [CH3:19][C:14]1[C:13]2[C:18](=[CH:4][N:6]=[C:7]3[C:8]=2[C:9](=[O:20])[CH2:10][CH:11]=[CH:12]3)[CH:17]=[CH:16][CH:15]=1. The yield is 0.650. (7) The reactants are [C:1]([NH:9][C:10]1[C:18]2[C:13](=[N:14][CH:15]=[C:16]([C:37]3[CH:42]=[CH:41][CH:40]=[CH:39][CH:38]=3)[C:17]=2[N:19]2[CH2:24][CH2:23][N:22]([C:25](=[O:36])[CH2:26][CH2:27][NH:28]C(=O)OC(C)(C)C)[CH2:21][CH2:20]2)[NH:12][CH:11]=1)(=[O:8])[C:2]1[CH:7]=[CH:6][CH:5]=[N:4][CH:3]=1.C(O)(C(F)(F)F)=O. The catalyst is C(Cl)Cl. The product is [NH2:28][CH2:27][CH2:26][C:25]([N:22]1[CH2:23][CH2:24][N:19]([C:17]2[C:16]([C:37]3[CH:38]=[CH:39][CH:40]=[CH:41][CH:42]=3)=[CH:15][N:14]=[C:13]3[NH:12][CH:11]=[C:10]([NH:9][C:1](=[O:8])[C:2]4[CH:7]=[CH:6][CH:5]=[N:4][CH:3]=4)[C:18]=23)[CH2:20][CH2:21]1)=[O:36]. The yield is 0.390. (8) The reactants are [NH2:1][C:2]1[CH:3]=[CH:4][C:5]([O:18][CH3:19])=[C:6]([NH:8][C:9]([NH:11][C:12]2[CH:17]=[N:16][CH:15]=[CH:14][N:13]=2)=[O:10])[CH:7]=1.[CH3:20][S:21](Cl)(=[O:23])=[O:22]. The catalyst is N1C=CC=CC=1. The product is [CH3:19][O:18][C:5]1[CH:4]=[CH:3][C:2]([NH:1][S:21]([CH3:20])(=[O:23])=[O:22])=[CH:7][C:6]=1[NH:8][C:9]([NH:11][C:12]1[CH:17]=[N:16][CH:15]=[CH:14][N:13]=1)=[O:10]. The yield is 0.610. (9) The reactants are [F:1][C:2]1[CH:7]=[CH:6][C:5]([C:8]#[C:9][C@:10]2([OH:17])[CH2:14][CH2:13][N:12]([CH3:15])[C:11]2=[O:16])=[CH:4][C:3]=1[C:18]1[N:23]=[C:22]([C:24]([O:26]CC)=O)[CH:21]=[CH:20][CH:19]=1.[NH3:29]. No catalyst specified. The product is [F:1][C:2]1[CH:7]=[CH:6][C:5]([C:8]#[C:9][C@:10]2([OH:17])[CH2:14][CH2:13][N:12]([CH3:15])[C:11]2=[O:16])=[CH:4][C:3]=1[C:18]1[N:23]=[C:22]([C:24]([NH2:29])=[O:26])[CH:21]=[CH:20][CH:19]=1. The yield is 0.300. (10) The reactants are [C:1](=[O:4])([O-])[O-].[K+].[K+].[C:7]1([C:9](=[CH:11][CH:12]=[CH:13][CH:14]=1)O)[OH:8].Br[CH2:16][CH2:17][CH2:18][CH2:19][CH2:20][CH2:21][CH2:22][CH3:23]. No catalyst specified. The product is [CH2:16]([O:8][C:7]1[CH:14]=[CH:13][CH:12]=[CH:11][C:9]=1[O:4][CH2:1][CH2:16][CH2:17][CH2:18][CH2:19][CH2:20][CH2:21][CH3:22])[CH2:17][CH2:18][CH2:19][CH2:20][CH2:21][CH2:22][CH3:23]. The yield is 0.530.